Dataset: Catalyst prediction with 721,799 reactions and 888 catalyst types from USPTO. Task: Predict which catalyst facilitates the given reaction. (1) Reactant: [C:1]([O-:4])(=[O:3])[CH3:2].[K+].[NH2:6][C:7]1[C:16]2[N:17]=[C:18]([CH2:28]Cl)[N:19]([CH2:20][C:21]3([OH:27])[CH2:26][CH2:25][CH2:24][CH2:23][CH2:22]3)[C:15]=2[C:14]2[CH:13]=[CH:12][CH:11]=[CH:10][C:9]=2[N:8]=1. Product: [C:1]([O:4][CH2:28][C:18]1[N:19]([CH2:20][C:21]2([OH:27])[CH2:22][CH2:23][CH2:24][CH2:25][CH2:26]2)[C:15]2[C:14]3[CH:13]=[CH:12][CH:11]=[CH:10][C:9]=3[N:8]=[C:7]([NH2:6])[C:16]=2[N:17]=1)(=[O:3])[CH3:2]. The catalyst class is: 3. (2) Reactant: [CH3:1][CH:2]([CH3:25])[CH2:3][C:4]#[C:5][C:6]1[S:10][C:9]([C:11]([O:13][CH3:14])=[O:12])=[C:8]([NH:15][CH2:16][C:17]([N:19]2[CH2:24][CH2:23][O:22][CH2:21][CH2:20]2)=[O:18])[CH:7]=1.CCN(CC)CC.[CH3:33][C@H:34]1[CH2:39][CH2:38][C@H:37]([C:40](Cl)=[O:41])[CH2:36][CH2:35]1. Product: [CH3:33][C@H:34]1[CH2:39][CH2:38][C@H:37]([C:40]([N:15]([CH2:16][C:17]([N:19]2[CH2:24][CH2:23][O:22][CH2:21][CH2:20]2)=[O:18])[C:8]2[CH:7]=[C:6]([C:5]#[C:4][CH2:3][CH:2]([CH3:25])[CH3:1])[S:10][C:9]=2[C:11]([O:13][CH3:14])=[O:12])=[O:41])[CH2:36][CH2:35]1. The catalyst class is: 91. (3) The catalyst class is: 2. Product: [CH3:14][O:15][C:16](=[O:29])[C:17]1[CH:22]=[CH:21][C:20]([N:23]2[CH:24]=[CH:25][CH:26]=[C:27]2[C:6](=[O:11])[C:7]([F:8])([F:9])[F:10])=[CH:19][C:18]=1[Cl:28]. Reactant: [F:8][C:7]([F:10])([F:9])[C:6](O[C:6](=[O:11])[C:7]([F:10])([F:9])[F:8])=[O:11].[CH3:14][O:15][C:16](=[O:29])[C:17]1[CH:22]=[CH:21][C:20]([N:23]2[CH:27]=[CH:26][CH:25]=[CH:24]2)=[CH:19][C:18]=1[Cl:28].C([O-])(O)=O.[Na+]. (4) Reactant: [NH2:1][C:2]1[N:3]=[C:4]([N:13]2[CH2:18][CH2:17][N:16]([C:19](=[O:29])[CH2:20][O:21][C:22]3[CH:27]=[CH:26][C:25]([Cl:28])=[CH:24][CH:23]=3)[CH2:15][CH2:14]2)[C:5]2[N:11]=[C:10](Cl)[CH:9]=[CH:8][C:6]=2[N:7]=1.[F-].[K+].[F:32][C:33]([F:44])([F:43])[C:34]1[CH:39]=[CH:38][C:37](B(O)O)=[CH:36][CH:35]=1. Product: [NH2:1][C:2]1[N:3]=[C:4]([N:13]2[CH2:18][CH2:17][N:16]([C:19](=[O:29])[CH2:20][O:21][C:22]3[CH:27]=[CH:26][C:25]([Cl:28])=[CH:24][CH:23]=3)[CH2:15][CH2:14]2)[C:5]2[N:11]=[C:10]([C:37]3[CH:38]=[CH:39][C:34]([C:33]([F:44])([F:43])[F:32])=[CH:35][CH:36]=3)[CH:9]=[CH:8][C:6]=2[N:7]=1. The catalyst class is: 38. (5) Reactant: [NH2:1][CH:2]1[CH2:7][CH2:6][CH:5]([CH2:8][CH:9]2[CH2:14][CH2:13][CH:12]([NH:15][C:16]3[CH:21]=[C:20]([C:22]4[C:30]5[C:25](=[N:26][CH:27]=[C:28]([O:31][CH3:32])[CH:29]=5)[NH:24][CH:23]=4)[CH:19]=[C:18]([Cl:33])[N:17]=3)[CH2:11][CH2:10]2)[CH2:4][CH2:3]1.[C:34]1(=O)[CH2:39][CH2:38][CH2:37][CH2:36][CH2:35]1.C([BH3-])#N.[Na+]. Product: [Cl:33][C:18]1[N:17]=[C:16]([NH:15][CH:12]2[CH2:11][CH2:10][CH:9]([CH2:8][CH:5]3[CH2:6][CH2:7][CH:2]([NH:1][CH:34]4[CH2:39][CH2:38][CH2:37][CH2:36][CH2:35]4)[CH2:3][CH2:4]3)[CH2:14][CH2:13]2)[CH:21]=[C:20]([C:22]2[C:30]3[C:25](=[N:26][CH:27]=[C:28]([O:31][CH3:32])[CH:29]=3)[NH:24][CH:23]=2)[CH:19]=1. The catalyst class is: 466. (6) Reactant: [C:1]([O:4][C:5](=[O:7])[CH3:6])(=O)[CH3:2].CC1[CH:14]=[C:13]([N+:15]([O-:17])=[O:16])[CH:12]=[CH:11][N+:10]=1[O-]. Product: [C:5]([O:4][CH2:1][C:2]1[CH:14]=[C:13]([N+:15]([O-:17])=[O:16])[CH:12]=[CH:11][N:10]=1)(=[O:7])[CH3:6]. The catalyst class is: 8. (7) Reactant: [Cl:1][C:2]1[CH:7]=[C:6](Cl)[CH:5]=[C:4]([Cl:9])[N:3]=1.C[O-].[Na+].[C:13](OCC)(=[O:15])C.O. Product: [Cl:1][C:2]1[CH:7]=[C:6]([O:15][CH3:13])[CH:5]=[C:4]([Cl:9])[N:3]=1. The catalyst class is: 5. (8) Reactant: C([O:8][C:9](=[O:29])[CH2:10][C@@H:11]([NH:21][C:22]([O:24][C:25]([CH3:28])([CH3:27])[CH3:26])=[O:23])[C:12]([NH:14][C:15]1[CH:16]=[N:17][CH:18]=[CH:19][CH:20]=1)=[O:13])C1C=CC=CC=1. Product: [N:17]1[CH:18]=[CH:19][CH:20]=[C:15]([NH:14][C:12](=[O:13])[C@H:11]([NH:21][C:22]([O:24][C:25]([CH3:27])([CH3:26])[CH3:28])=[O:23])[CH2:10][C:9]([OH:29])=[O:8])[CH:16]=1. The catalyst class is: 312. (9) Reactant: [NH2:1][C:2]1[N:7]=[CH:6][C:5]([CH:8]([CH2:12][CH2:13][OH:14])[CH2:9][CH2:10]O)=[CH:4][CH:3]=1.C1(C)C=CC=CC=1.OS(O)(=O)=O. Product: [O:14]1[CH2:10][CH2:9][CH:8]([C:5]2[CH:4]=[CH:3][C:2]([NH2:1])=[N:7][CH:6]=2)[CH2:12][CH2:13]1. The catalyst class is: 6.